From a dataset of Forward reaction prediction with 1.9M reactions from USPTO patents (1976-2016). Predict the product of the given reaction. (1) Given the reactants [Na].[NH:2]1[CH:6]=[CH:5][C:4]([NH2:7])=[N:3]1.CN1[CH:14]=[CH:13][C:12](=[O:15])N(C)C1=O, predict the reaction product. The product is: [N:2]1[N:3]2[CH:14]=[CH:13][C:12]([OH:15])=[N:7][C:4]2=[CH:5][CH:6]=1. (2) The product is: [NH2:18][C:10]1[O:11][C:12]([CH3:16])([CH3:17])[C:13]([F:14])([F:15])[C@:8]([C:6]2[CH:7]=[C:2]([NH:1][C:28]([C:25]3[CH:24]=[N:23][C:22]([CH3:21])=[CH:27][N:26]=3)=[O:29])[CH:3]=[CH:4][C:5]=2[F:20])([CH3:19])[N:9]=1. Given the reactants [NH2:1][C:2]1[CH:3]=[CH:4][C:5]([F:20])=[C:6]([C@:8]2([CH3:19])[C:13]([F:15])([F:14])[C:12]([CH3:17])([CH3:16])[O:11][C:10]([NH2:18])=[N:9]2)[CH:7]=1.[CH3:21][C:22]1[N:23]=[CH:24][C:25]([C:28](O)=[O:29])=[N:26][CH:27]=1, predict the reaction product. (3) Given the reactants [CH3:1][O:2][C:3]1[CH:4]=[C:5]2[C:9](=[CH:10][CH:11]=1)[NH:8][C:7]([CH3:12])=[CH:6]2.[C:13]1([CH3:22])[CH:18]=[CH:17][C:16]([C:19](Cl)=[O:20])=[CH:15][CH:14]=1.[Cl-].[Al+3].[Cl-].[Cl-].[Cl-].[NH4+], predict the reaction product. The product is: [CH3:1][O:2][C:3]1[CH:4]=[C:5]2[C:9](=[CH:10][CH:11]=1)[NH:8][C:7]([CH3:12])=[C:6]2[C:19]([C:16]1[CH:17]=[CH:18][C:13]([CH3:22])=[CH:14][CH:15]=1)=[O:20]. (4) Given the reactants [N:1]1([C:7]2[N:8]=[C:9]([CH2:14][C:15]([O-:17])=O)[NH:10][C:11](=[O:13])[CH:12]=2)[CH2:6][CH2:5][O:4][CH2:3][CH2:2]1.[Na+].[CH2:19]([O:21][C:22]1[CH:30]=[CH:29][CH:28]=[C:27]2[C:23]=1[CH2:24][CH2:25][NH:26]2)[CH3:20].Cl.CN(C)CCCN=C=NCC, predict the reaction product. The product is: [CH2:19]([O:21][C:22]1[CH:30]=[CH:29][CH:28]=[C:27]2[C:23]=1[CH2:24][CH2:25][N:26]2[C:15](=[O:17])[CH2:14][C:9]1[NH:10][C:11](=[O:13])[CH:12]=[C:7]([N:1]2[CH2:2][CH2:3][O:4][CH2:5][CH2:6]2)[N:8]=1)[CH3:20].